From a dataset of Full USPTO retrosynthesis dataset with 1.9M reactions from patents (1976-2016). Predict the reactants needed to synthesize the given product. Given the product [NH2:1][C:2]1[C:7]([O:8][CH2:9][CH:10]2[CH2:15][CH2:14][N:13]([C:16]([O:18][C:19]([CH3:22])([CH3:21])[CH3:20])=[O:17])[CH2:12][CH2:11]2)=[CH:6][C:5]([B:24]2[O:28][C:27]([CH3:30])([CH3:29])[C:26]([CH3:32])([CH3:31])[O:25]2)=[CH:4][N:3]=1, predict the reactants needed to synthesize it. The reactants are: [NH2:1][C:2]1[C:7]([O:8][CH2:9][CH:10]2[CH2:15][CH2:14][N:13]([C:16]([O:18][C:19]([CH3:22])([CH3:21])[CH3:20])=[O:17])[CH2:12][CH2:11]2)=[CH:6][C:5](Br)=[CH:4][N:3]=1.[B:24]1([B:24]2[O:28][C:27]([CH3:30])([CH3:29])[C:26]([CH3:32])([CH3:31])[O:25]2)[O:28][C:27]([CH3:30])([CH3:29])[C:26]([CH3:32])([CH3:31])[O:25]1.CC([O-])=O.[K+].